From a dataset of Retrosynthesis with 50K atom-mapped reactions and 10 reaction types from USPTO. Predict the reactants needed to synthesize the given product. Given the product O=C(O)c1ccc(-c2ncn(-c3ccc(OC(F)(F)C(F)(F)F)cc3)n2)cc1, predict the reactants needed to synthesize it. The reactants are: COC(=O)c1ccc(-c2ncn(-c3ccc(OC(F)(F)C(F)(F)F)cc3)n2)cc1.